From a dataset of Aqueous solubility values for 9,982 compounds from the AqSolDB database. Regression/Classification. Given a drug SMILES string, predict its absorption, distribution, metabolism, or excretion properties. Task type varies by dataset: regression for continuous measurements (e.g., permeability, clearance, half-life) or binary classification for categorical outcomes (e.g., BBB penetration, CYP inhibition). For this dataset (solubility_aqsoldb), we predict Y. (1) The drug is CCN(N=O)C(N)=O. The Y is -0.955 log mol/L. (2) The molecule is O=c1c2ccccc2c2cc3ccc4c(=O)c5c(Br)c(Br)ccc5c5cc6ccc1c2c6c3c45. The Y is -4.45 log mol/L.